This data is from Reaction yield outcomes from USPTO patents with 853,638 reactions. The task is: Predict the reaction yield, written as a fraction of the theoretical maximum amount of product (1.0 means a 100% yield; for example, 0.34 means a 34% yield). (1) The reactants are C(OC([N:8]1[CH2:13][CH2:12][CH2:11][CH2:10][C@H:9]1[C:14]([OH:16])=O)=O)(C)(C)C.C[N:18]1CCOCC1.ClC(OCC(C)C)=O.[OH-].[NH4+]. The catalyst is O1CCCC1. The product is [NH:8]1[CH2:13][CH2:12][CH2:11][CH2:10][C@H:9]1[C:14]([NH2:18])=[O:16]. The yield is 0.960. (2) The reactants are [NH2:1][C:2]1[CH:9]=[CH:8][CH:7]=[C:6](/[CH:10]=[CH:11]\[CH3:12])[C:3]=1[C:4]#[N:5]. The catalyst is CCO.[Pd]. The product is [NH2:1][C:2]1[CH:9]=[CH:8][CH:7]=[C:6]([CH2:10][CH2:11][CH3:12])[C:3]=1[C:4]#[N:5]. The yield is 0.960. (3) The reactants are [NH2:1][C:2]1[CH:7]=[C:6]([C:8]#[N:9])[CH:5]=[CH:4][N:3]=1.Cl[CH:11]([C:17]([C:19]([F:22])([F:21])[F:20])=O)[C:12]([O:14][CH2:15][CH3:16])=[O:13].C(=O)([O-])O.[Na+]. The catalyst is C(O)C. The product is [C:8]([C:6]1[CH:5]=[CH:4][N:3]2[C:11]([C:12]([O:14][CH2:15][CH3:16])=[O:13])=[C:17]([C:19]([F:20])([F:22])[F:21])[N:1]=[C:2]2[CH:7]=1)#[N:9]. The yield is 0.470. (4) The reactants are [OH:1][C@H:2]([CH3:24])[C@H:3]([NH:8][C:9](=[O:23])[C:10]1[CH:15]=[CH:14][C:13]([C:16]#[C:17][C:18]#[C:19][CH2:20][CH2:21][OH:22])=[CH:12][CH:11]=1)[C:4](OC)=[O:5].[NH2:25][OH:26]. The catalyst is CC(O)C. The product is [OH:1][C@H:2]([CH3:24])[C@H:3]([NH:8][C:9](=[O:23])[C:10]1[CH:15]=[CH:14][C:13]([C:16]#[C:17][C:18]#[C:19][CH2:20][CH2:21][OH:22])=[CH:12][CH:11]=1)[C:4]([NH:25][OH:26])=[O:5]. The yield is 0.384. (5) The reactants are [C:1]1([Li])[CH:6]=[CH:5][CH:4]=[CH:3][CH:2]=1.[Cl-].[C:9]1([CH2:14][P+](C2C=CC=CC=2)(C2C=CC=CC=2)C2C=CC=CC=2)[S:13][CH:12]=[CH:11][CH:10]=1.C(OC1C=C([N:50]([CH2:73][CH2:74][CH2:75][CH3:76])[CH2:51][CH2:52][CH2:53][CH2:54][O:55][Si:56]([C:69]([CH3:72])([CH3:71])[CH3:70])([C:63]2[CH:68]=[CH:67][CH:66]=[CH:65][CH:64]=2)[C:57]2[CH:62]=[CH:61][CH:60]=[CH:59][CH:58]=2)C=CC=1C=O)C1C=CC=CC=1.O.[C:78]([O:81][CH2:82][CH3:83])(=O)C. The catalyst is O1CCCC1. The product is [CH2:78]([O:81][C:82]1[CH:83]=[C:3]([CH2:76][CH2:75][CH2:74][CH2:73][NH:50][CH2:51][CH2:52][CH2:53][CH2:54][O:55][Si:56]([C:69]([CH3:72])([CH3:71])[CH3:70])([C:57]2[CH:62]=[CH:61][CH:60]=[CH:59][CH:58]=2)[C:63]2[CH:64]=[CH:65][CH:66]=[CH:67][CH:68]=2)[CH:2]=[CH:1][C:6]=1[CH:5]=[CH:14][C:9]1[S:13][CH:12]=[CH:11][CH:10]=1)[C:1]1[CH:6]=[CH:5][CH:4]=[CH:3][CH:2]=1. The yield is 0.864. (6) The reactants are [CH3:1][N:2]1[C:7](=[O:8])[C:6]([NH:9][C:10]2[CH:15]=[CH:14][N:13]=[CH:12][N:11]=2)=[CH:5][C:4]([C:16]2[C:21]([CH:22]=[O:23])=[C:20]([N:24]3[CH2:35][CH2:34][C:33]4[C:32]5[CH2:31][C:30]([CH3:37])([CH3:36])[CH2:29][C:28]=5[S:27][C:26]=4[C:25]3=[O:38])[N:19]=[CH:18][CH:17]=2)=[CH:3]1.[BH4-].[Na+]. The catalyst is CO. The product is [OH:23][CH2:22][C:21]1[C:20]([N:24]2[CH2:35][CH2:34][C:33]3[C:32]4[CH2:31][C:30]([CH3:36])([CH3:37])[CH2:29][C:28]=4[S:27][C:26]=3[C:25]2=[O:38])=[N:19][CH:18]=[CH:17][C:16]=1[C:4]1[CH:5]=[C:6]([NH:9][C:10]2[CH:15]=[CH:14][N:13]=[CH:12][N:11]=2)[C:7](=[O:8])[N:2]([CH3:1])[CH:3]=1. The yield is 0.440. (7) The reactants are [Li+].CC([N-]C(C)C)C.[CH3:9][C:10]1[CH:15]=[C:14]([C:16]2[CH:21]=[CH:20][C:19]([C:22]([F:25])([F:24])[F:23])=[CH:18][CH:17]=2)[N:13]=[C:12]([C:26]2[CH:31]=[CH:30][C:29]([C:32]([F:35])([F:34])[F:33])=[CH:28][CH:27]=2)[CH:11]=1.[C:36](=O)([O:39]C)[O:37][CH3:38]. No catalyst specified. The product is [CH3:38][O:37][C:36](=[O:39])[CH2:9][C:10]1[CH:15]=[C:14]([C:16]2[CH:21]=[CH:20][C:19]([C:22]([F:25])([F:24])[F:23])=[CH:18][CH:17]=2)[N:13]=[C:12]([C:26]2[CH:31]=[CH:30][C:29]([C:32]([F:35])([F:33])[F:34])=[CH:28][CH:27]=2)[CH:11]=1. The yield is 0.870. (8) The reactants are [C:1]([O:5][C:6](=[O:42])[CH2:7][CH2:8][C:9]1[CH:14]=[CH:13][C:12]([O:15][CH2:16][CH2:17][C:18]2[N:19]=[C:20]([C:24]3[CH:29]=[CH:28][C:27](Br)=[CH:26][CH:25]=3)[O:21][C:22]=2[CH3:23])=[CH:11][C:10]=1[CH2:31][O:32][C:33](=[O:41])[NH:34][CH:35]1[CH2:40][CH2:39][CH2:38][CH2:37][CH2:36]1)([CH3:4])([CH3:3])[CH3:2].C1(C)C=CC=CC=1.[NH:50]1[CH2:55][CH2:54][O:53][CH2:52][CH2:51]1.CC(C)([O-])C.[Na+]. The catalyst is C1C=CC(/C=C/C(/C=C/C2C=CC=CC=2)=O)=CC=1.C1C=CC(/C=C/C(/C=C/C2C=CC=CC=2)=O)=CC=1.C1C=CC(/C=C/C(/C=C/C2C=CC=CC=2)=O)=CC=1.[Pd].[Pd].CCOC(C)=O. The product is [C:1]([O:5][C:6](=[O:42])[CH2:7][CH2:8][C:9]1[CH:14]=[CH:13][C:12]([O:15][CH2:16][CH2:17][C:18]2[N:19]=[C:20]([C:24]3[CH:29]=[CH:28][C:27]([N:50]4[CH2:55][CH2:54][O:53][CH2:52][CH2:51]4)=[CH:26][CH:25]=3)[O:21][C:22]=2[CH3:23])=[CH:11][C:10]=1[CH2:31][O:32][C:33](=[O:41])[NH:34][CH:35]1[CH2:40][CH2:39][CH2:38][CH2:37][CH2:36]1)([CH3:4])([CH3:3])[CH3:2]. The yield is 0.190. (9) The reactants are [Na].C(O)C.[C:5]([O:13][CH2:14][CH3:15])(=[O:12])[CH2:6][C:7]([O:9][CH2:10][CH3:11])=[O:8].Br[CH2:17][C:18]1[CH:23]=[CH:22][C:21]([C:24]([F:27])([F:26])[F:25])=[CH:20][C:19]=1[CH2:28]Br. The catalyst is CCOCC. The product is [F:25][C:24]([F:26])([F:27])[C:21]1[CH:20]=[C:19]2[C:18](=[CH:23][CH:22]=1)[CH2:17][C:6]([C:7]([O:9][CH2:10][CH3:11])=[O:8])([C:5]([O:13][CH2:14][CH3:15])=[O:12])[CH2:28]2. The yield is 0.690.